Task: Predict the reaction yield, written as a fraction of the theoretical maximum amount of product (1.0 means a 100% yield; for example, 0.34 means a 34% yield).. Dataset: Reaction yield outcomes from USPTO patents with 853,638 reactions (1) The reactants are [CH3:1][C:2]1[O:6][N:5]=[C:4]([C:7]2[CH:12]=[CH:11][CH:10]=[CH:9][CH:8]=2)[C:3]=1[CH2:13][O:14][C:15]1[CH:23]=[CH:22][C:18]([C:19]([OH:21])=O)=[CH:17][N:16]=1.C(O)(=O)C(O)=O.[CH2:30]1[C:33]2([CH2:36][NH:35][CH2:34]2)[CH2:32][O:31]1. No catalyst specified. The product is [CH3:1][C:2]1[O:6][N:5]=[C:4]([C:7]2[CH:8]=[CH:9][CH:10]=[CH:11][CH:12]=2)[C:3]=1[CH2:13][O:14][C:15]1[N:16]=[CH:17][C:18]([C:19]([N:35]2[CH2:36][C:33]3([CH2:30][O:31][CH2:32]3)[CH2:34]2)=[O:21])=[CH:22][CH:23]=1. The yield is 0.760. (2) The reactants are Br[C:2]1[CH:7]=[C:6]([CH3:8])[CH:5]=[CH:4][N:3]=1.[NH2:9][C:10]1[CH:15]=[CH:14][CH:13]=[CH:12][N:11]=1.CC(C)([O-])C.[K+]. The product is [CH3:8][C:6]1[CH:5]=[CH:4][N:3]=[C:2]([NH:9][C:10]2[CH:15]=[CH:14][CH:13]=[CH:12][N:11]=2)[CH:7]=1. The yield is 0.770. The catalyst is C1(C)C=CC=CC=1.C(Cl)Cl.C1C=CC(/C=C/C(/C=C/C2C=CC=CC=2)=O)=CC=1.C1C=CC(/C=C/C(/C=C/C2C=CC=CC=2)=O)=CC=1.C1C=CC(/C=C/C(/C=C/C2C=CC=CC=2)=O)=CC=1.[Pd].[Pd]. (3) The reactants are [C:1]([O:4][C@@H:5]1[C@@H:10]([O:11][C:12](=[O:14])[CH3:13])[C@H:9]([O:15][C:16](=[O:18])[CH3:17])[CH2:8][S:7][CH:6]1Br)(=[O:3])[CH3:2].[CH3:20][C:21]1[N:22]=[C:23]2[CH:28]=[CH:27][C:26]([OH:29])=[CH:25][N:24]2[CH:30]=1. No catalyst specified. The product is [C:1]([O:4][C@@H:5]1[C@@H:10]([O:11][C:12](=[O:14])[CH3:13])[C@H:9]([O:15][C:16](=[O:18])[CH3:17])[CH2:8][S:7][C@H:6]1[O:29][C:26]1[CH:27]=[CH:28][C:23]2[N:24]([CH:30]=[C:21]([CH3:20])[N:22]=2)[CH:25]=1)(=[O:3])[CH3:2]. The yield is 0.130.